Dataset: Full USPTO retrosynthesis dataset with 1.9M reactions from patents (1976-2016). Task: Predict the reactants needed to synthesize the given product. (1) Given the product [CH3:1][O:2][C:3]1[CH:4]=[C:5]2[C:9](=[CH:10][CH:11]=1)[C:8](=[O:12])[CH:7]([C:25]([O:27][CH2:28][CH3:29])=[O:26])[CH2:6]2, predict the reactants needed to synthesize it. The reactants are: [CH3:1][O:2][C:3]1[CH:4]=[C:5]2[C:9](=[CH:10][CH:11]=1)[C:8](=[O:12])[CH2:7][CH2:6]2.C[Si]([N-][Si](C)(C)C)(C)C.[Li+].C([C:25]([O:27][CH2:28][CH3:29])=[O:26])#N. (2) Given the product [CH:31]([C:30]1[CH:29]=[C:28]([O:33][CH3:34])[N:27]=[CH:26][C:25]=1[O:24][CH2:2][C:3]1[CH2:4][CH2:5][N:6]([C:17]([O:19][C:20]([CH3:23])([CH3:22])[CH3:21])=[O:18])[CH2:7][C:8]=1[C:9]1[N:13]([CH:14]([CH3:16])[CH3:15])[N:12]=[CH:11][CH:10]=1)=[O:32], predict the reactants needed to synthesize it. The reactants are: Br[CH2:2][C:3]1[CH2:4][CH2:5][N:6]([C:17]([O:19][C:20]([CH3:23])([CH3:22])[CH3:21])=[O:18])[CH2:7][C:8]=1[C:9]1[N:13]([CH:14]([CH3:16])[CH3:15])[N:12]=[CH:11][CH:10]=1.[OH:24][C:25]1[C:30]([CH:31]=[O:32])=[CH:29][C:28]([O:33][CH3:34])=[N:27][CH:26]=1.C([O-])([O-])=O.[K+].[K+]. (3) Given the product [C:2]1([Sn:11]([CH2:12][CH2:13][CH2:14][CH3:15])([CH2:16][CH2:17][CH2:18][CH3:19])[CH2:10][CH2:9][CH2:8][CH3:7])[CH2:1][CH2:6][CH2:5][CH2:4][CH:3]=1, predict the reactants needed to synthesize it. The reactants are: [CH:1]1[CH2:6][CH2:5][CH:4]=[CH:3][CH:2]=1.[CH3:7][CH2:8][CH2:9][CH2:10][SnH:11]([CH2:16][CH2:17][CH2:18][CH3:19])[CH2:12][CH2:13][CH2:14][CH3:15]. (4) Given the product [CH3:19][C:20]([NH:21][C:15]([C:7]1[CH:6]=[N:5][C:4]([CH:1]2[CH2:2][CH2:3]2)=[C:9]([O:10][CH2:11][CH:12]2[CH2:13][CH2:14]2)[N:8]=1)=[O:17])([C:22]1[N:26]=[C:25]([CH3:27])[O:24][N:23]=1)[CH3:28], predict the reactants needed to synthesize it. The reactants are: [CH:1]1([C:4]2[N:5]=[CH:6][C:7]([C:15]([OH:17])=O)=[N:8][C:9]=2[O:10][CH2:11][CH:12]2[CH2:14][CH2:13]2)[CH2:3][CH2:2]1.Cl.[CH3:19][C:20]([CH3:28])([C:22]1[N:26]=[C:25]([CH3:27])[O:24][N:23]=1)[NH2:21]. (5) The reactants are: [C:1]1([CH:7]=[CH:8][C:9]2[CH:14]=[CH:13][CH:12]=[CH:11][CH:10]=2)[CH:6]=[CH:5][CH:4]=[CH:3][CH:2]=1.C1(/C=C/C2C=CC=CC=2)C=CC=CC=1.C([NH2:37])(=O)CCCC(O)=O.[Br-].C([P+](C1C=CC=CC=1)(C1C=CC=CC=1)C1C=CC=CC=1)C1C=CC=CC=1.C([Li])CCC.[N+](C1C=CC(C=O)=CC=1)([O-])=O.[N+](C1C=CC(/C=C/C2C=CC=CC=2)=CC=1)([O-])=O.Cl[Sn]Cl.O. Given the product [NH2:37][C:4]1[CH:5]=[CH:6][C:1](/[CH:7]=[CH:8]/[C:9]2[CH:10]=[CH:11][CH:12]=[CH:13][CH:14]=2)=[CH:2][CH:3]=1, predict the reactants needed to synthesize it.